Predict which catalyst facilitates the given reaction. From a dataset of Catalyst prediction with 721,799 reactions and 888 catalyst types from USPTO. (1) Reactant: C(OC([N:8]1[CH2:13][CH2:12][CH:11]([C:14]2[CH:19]=[CH:18][C:17]([C:20]3[CH:25]=[CH:24][N:23]=[C:22]([CH3:26])[CH:21]=3)=[CH:16][N:15]=2)[CH2:10][CH2:9]1)=O)(C)(C)C.C(O)(C(F)(F)F)=O.O.[OH-].[Na+]. Product: [CH3:26][C:22]1[CH:21]=[C:20]([C:17]2[CH:18]=[CH:19][C:14]([CH:11]3[CH2:12][CH2:13][NH:8][CH2:9][CH2:10]3)=[N:15][CH:16]=2)[CH:25]=[CH:24][N:23]=1. The catalyst class is: 2. (2) Product: [O:42]1[CH2:43][CH2:44][N:45]([C:48]2[CH:49]=[CH:50][C:51]([CH2:54][NH:55][C:2]([C:4]3[CH:9]=[CH:8][N:7]=[C:6]([C:10]4[CH:15]=[C:14]([N:16]5[CH2:21][CH2:20][CH2:19][CH2:18][CH2:17]5)[CH:13]=[CH:12][C:11]=4[NH:22][C:23]([C:25]4[CH:26]=[C:27]([CH:39]=[CH:40][CH:41]=4)[CH2:28][S:29][CH2:30][CH2:31][C:32]([O:34][C:35]([CH3:38])([CH3:37])[CH3:36])=[O:33])=[O:24])[CH:5]=3)=[O:3])=[CH:52][CH:53]=2)[CH2:46][CH2:47]1. The catalyst class is: 30. Reactant: Cl[C:2]([C:4]1[CH:9]=[CH:8][N:7]=[C:6]([C:10]2[CH:15]=[C:14]([N:16]3[CH2:21][CH2:20][CH2:19][CH2:18][CH2:17]3)[CH:13]=[CH:12][C:11]=2[NH:22][C:23]([C:25]2[CH:26]=[C:27]([CH:39]=[CH:40][CH:41]=2)[CH2:28][S:29][CH2:30][CH2:31][C:32]([O:34][C:35]([CH3:38])([CH3:37])[CH3:36])=[O:33])=[O:24])[CH:5]=1)=[O:3].[O:42]1[CH2:47][CH2:46][N:45]([C:48]2[CH:53]=[CH:52][C:51]([CH2:54][NH2:55])=[CH:50][CH:49]=2)[CH2:44][CH2:43]1.CCN(C(C)C)C(C)C.CN. (3) Reactant: [Cl:1][C:2]1[CH:7]=[CH:6][CH:5]=[CH:4][C:3]=1[C:8]1[N:9]=[C:10]2[N:14]([CH:15]=1)[CH:13]=[CH:12][O:11]2.[C:16](OC(=O)C)(=[O:18])[CH3:17]. Product: [Cl:1][C:2]1[CH:7]=[CH:6][CH:5]=[CH:4][C:3]=1[C:8]1[N:9]=[C:10]2[N:14]([C:15]=1[C:16](=[O:18])[CH3:17])[CH:13]=[CH:12][O:11]2. The catalyst class is: 445. (4) Reactant: [CH3:1][CH:2]1[CH2:7][N:6]([C:8]2[CH:14]=[CH:13][C:11](N)=[CH:10][CH:9]=2)[CH2:5][CH2:4][O:3]1.N([O-])=O.[Na+].[OH-].[Na+].[BrH:21]. Product: [Br:21][C:11]1[CH:13]=[CH:14][C:8]([N:6]2[CH2:5][CH2:4][O:3][CH:2]([CH3:1])[CH2:7]2)=[CH:9][CH:10]=1. The catalyst class is: 6. (5) Reactant: [F:1][C:2]1[CH:7]=[C:6]([N+:8]([O-])=O)[C:5]([F:11])=[CH:4][C:3]=1[N:12]1[CH2:17][CH2:16][N:15]([CH3:18])[CH2:14][CH2:13]1. Product: [F:11][C:5]1[CH:4]=[C:3]([N:12]2[CH2:17][CH2:16][N:15]([CH3:18])[CH2:14][CH2:13]2)[C:2]([F:1])=[CH:7][C:6]=1[NH2:8]. The catalyst class is: 19. (6) Reactant: Cl.[CH:2]1([S:7][C@H:8]2[CH2:12][NH:11][C@H:10]([C:13]([NH:15][C@H:16]([C:35]([OH:37])=[O:36])[CH2:17][C:18]3[CH:23]=[CH:22][C:21]([NH:24][C:25](=[O:34])[C:26]4[C:31]([Cl:32])=[CH:30][N:29]=[CH:28][C:27]=4[Cl:33])=[CH:20][CH:19]=3)=[O:14])[CH2:9]2)[CH2:6][CH2:5][CH2:4][CH2:3]1.[CH:38](N(C(C)C)CC)(C)[CH3:39].[C:47]([C:49]1[CH:50]=[C:51]([S:55](Cl)(=[O:57])=[O:56])[CH:52]=[CH:53][CH:54]=1)#[N:48]. Product: [C:47]([C:49]1[CH:50]=[C:51]([S:55]([N:11]2[CH2:12][C@H:8]([S:7][CH:2]3[CH2:3][CH2:4][CH2:5][CH2:6]3)[CH2:9][C@H:10]2[C:13]([NH:15][C@H:16]([C:35]([O:37][CH2:38][CH3:39])=[O:36])[CH2:17][C:18]2[CH:23]=[CH:22][C:21]([NH:24][C:25](=[O:34])[C:26]3[C:27]([Cl:33])=[CH:28][N:29]=[CH:30][C:31]=3[Cl:32])=[CH:20][CH:19]=2)=[O:14])(=[O:57])=[O:56])[CH:52]=[CH:53][CH:54]=1)#[N:48]. The catalyst class is: 2. (7) Reactant: [CH3:1][O:2][C:3]([C:5]1[CH:10]=[C:9]([Br:11])[C:8](=[O:12])[N:7]([C@H:13]([C:15]2[CH:20]=[CH:19][CH:18]=[CH:17][CH:16]=2)[CH3:14])[C:6]=1[CH2:21]Br)=[O:4].[CH3:23][O:24][C:25](=[O:38])[CH2:26][NH:27][S:28]([C:31]1[CH:36]=[CH:35][C:34]([CH3:37])=[CH:33][CH:32]=1)(=[O:30])=[O:29].[I-].[Na+].C(=O)([O-])[O-].[K+].[K+]. Product: [CH3:1][O:2][C:3]([C:5]1[CH:10]=[C:9]([Br:11])[C:8](=[O:12])[N:7]([C@H:13]([C:15]2[CH:20]=[CH:19][CH:18]=[CH:17][CH:16]=2)[CH3:14])[C:6]=1[CH2:21][N:27]([CH2:26][C:25]([O:24][CH3:23])=[O:38])[S:28]([C:31]1[CH:32]=[CH:33][C:34]([CH3:37])=[CH:35][CH:36]=1)(=[O:30])=[O:29])=[O:4]. The catalyst class is: 163. (8) Reactant: [F:1][C:2]([F:10])([F:9])[CH:3](O)[CH2:4][N+:5]([O-:7])=[O:6].C(Cl)(=O)C.[CH2:15]([O:17][C:18]([N:20]1[CH2:25][CH2:24][NH:23][CH2:22][CH2:21]1)=[O:19])[CH3:16]. Product: [CH2:15]([O:17][C:18]([N:20]1[CH2:21][CH2:22][N:23]([CH:3]([CH2:4][N+:5]([O-:7])=[O:6])[C:2]([F:10])([F:9])[F:1])[CH2:24][CH2:25]1)=[O:19])[CH3:16]. The catalyst class is: 4. (9) Reactant: [CH2:1]([O:3][C:4]1[CH:5]=[C:6]2[C:11](=[C:12]3[CH2:16][C:15]([CH3:18])([CH3:17])[O:14][C:13]=13)[C:10]([C:19]1[CH:28]=[CH:27][C:22]([C:23]([O:25]C)=[O:24])=[C:21]([NH:29][CH2:30][C:31]3[CH:36]=[CH:35][CH:34]=[CH:33][CH:32]=3)[CH:20]=1)=[N:9][C:8]([CH3:38])([CH3:37])[CH2:7]2)[CH3:2].[OH-].[Na+]. Product: [CH2:1]([O:3][C:4]1[CH:5]=[C:6]2[C:11](=[C:12]3[CH2:16][C:15]([CH3:18])([CH3:17])[O:14][C:13]=13)[C:10]([C:19]1[CH:28]=[CH:27][C:22]([C:23]([OH:25])=[O:24])=[C:21]([NH:29][CH2:30][C:31]3[CH:36]=[CH:35][CH:34]=[CH:33][CH:32]=3)[CH:20]=1)=[N:9][C:8]([CH3:37])([CH3:38])[CH2:7]2)[CH3:2]. The catalyst class is: 5.